This data is from Forward reaction prediction with 1.9M reactions from USPTO patents (1976-2016). The task is: Predict the product of the given reaction. (1) The product is: [S:16]1[C:17]2[C:18](=[N:19][CH:20]=[CH:21][CH:22]=2)[N:23]=[C:15]1[O:14][C:11]1[CH:12]=[CH:13][C:7]2[CH:6]=[C:5]([CH2:3][OH:2])[S:9][C:8]=2[CH:10]=1. Given the reactants C[O:2][C:3]([C:5]1[S:9][C:8]2[CH:10]=[C:11]([O:14][C:15]3[S:16][C:17]4[C:18]([N:23]=3)=[N:19][CH:20]=[CH:21][CH:22]=4)[CH:12]=[CH:13][C:7]=2[CH:6]=1)=O.[H-].[H-].[H-].[H-].[Li+].[Al+3].[C@H](O)(C([O-])=O)[C@@H](O)C([O-])=O.[Na+].[K+], predict the reaction product. (2) Given the reactants [O:1]([CH2:8][CH2:9][CH2:10][CH2:11][CH2:12][CH2:13][C:14]([C:16]1[O:17][C:18]([CH2:21][O:22]CC2C=CC=CC=2)=[N:19][N:20]=1)=[O:15])[C:2]1[CH:7]=[CH:6][CH:5]=[CH:4][CH:3]=1.C1CC=CCC=1, predict the reaction product. The product is: [OH:22][CH2:21][C:18]1[O:17][C:16]([C:14](=[O:15])[CH2:13][CH2:12][CH2:11][CH2:10][CH2:9][CH2:8][O:1][C:2]2[CH:3]=[CH:4][CH:5]=[CH:6][CH:7]=2)=[N:20][N:19]=1.